This data is from Forward reaction prediction with 1.9M reactions from USPTO patents (1976-2016). The task is: Predict the product of the given reaction. (1) Given the reactants [CH3:1][S:2][C:3]1[CH:4]=[C:5]([CH:22]=[CH:23][CH:24]=1)[CH2:6][C:7]1[N:21]=[CH:20][CH:19]=[CH:18][C:8]=1[C:9]([NH:11][CH:12]1[CH2:17][CH2:16][NH:15][CH2:14][CH2:13]1)=[O:10].C(N(CC)CC)C.[C:32](Cl)(=[O:34])[CH3:33], predict the reaction product. The product is: [NH3:11].[C:32]([N:15]1[CH2:14][CH2:13][CH:12]([NH:11][C:9](=[O:10])[C:8]2[CH:18]=[CH:19][CH:20]=[N:21][C:7]=2[CH2:6][C:5]2[CH:22]=[CH:23][CH:24]=[C:3]([S:2][CH3:1])[CH:4]=2)[CH2:17][CH2:16]1)(=[O:34])[CH3:33]. (2) Given the reactants [Br:1][C:2]1[CH:3]=[C:4](/[CH:13]=[CH:14]/[C:15](OC)=[O:16])[CH:5]=[C:6]([C:8]2([C:11]#[N:12])[CH2:10][CH2:9]2)[CH:7]=1.[BH4-].[Li+].Cl.C([O-])(O)=O.[Na+], predict the reaction product. The product is: [Br:1][C:2]1[CH:7]=[C:6]([C:8]2([C:11]#[N:12])[CH2:10][CH2:9]2)[CH:5]=[C:4]([CH2:13][CH2:14][CH2:15][OH:16])[CH:3]=1. (3) Given the reactants C[N:2](C)/[CH:3]=[CH:4]/[C:5]([C:7]1[C:12](=[O:13])[CH:11]=[CH:10][N:9]([C:14]2[CH:19]=[CH:18][CH:17]=[CH:16][CH:15]=2)[N:8]=1)=O.[C:21]1([NH:31]N)[C:30]2[C:25](=[CH:26][CH:27]=[CH:28][CH:29]=2)[CH:24]=[CH:23][CH:22]=1, predict the reaction product. The product is: [C:21]1([N:31]2[C:5]([C:7]3[C:12](=[O:13])[CH:11]=[CH:10][N:9]([C:14]4[CH:19]=[CH:18][CH:17]=[CH:16][CH:15]=4)[N:8]=3)=[CH:4][CH:3]=[N:2]2)[C:30]2[C:25](=[CH:26][CH:27]=[CH:28][CH:29]=2)[CH:24]=[CH:23][CH:22]=1. (4) Given the reactants CC1(C)C(C)(C)OB([C:9]2[CH:14]=[CH:13][N:12]=[C:11]([NH:15][C:16](=[O:18])[CH3:17])[CH:10]=2)O1.Br[C:21]1[CH:22]=[C:23]2[N:29]([S:30]([CH:33]3[CH2:35][CH2:34]3)(=[O:32])=[O:31])[N:28]=[CH:27][C:24]2=[N:25][CH:26]=1.BrC1C=NC2=CN(S(C3CC3)(=O)=O)N=C2C=1.C(=O)([O-])[O-].[K+].[K+].O, predict the reaction product. The product is: [CH:33]1([S:30]([N:29]2[C:23]3[C:24](=[N:25][CH:26]=[C:21]([C:9]4[CH:14]=[CH:13][N:12]=[C:11]([NH:15][C:16](=[O:18])[CH3:17])[CH:10]=4)[CH:22]=3)[CH:27]=[N:28]2)(=[O:32])=[O:31])[CH2:35][CH2:34]1. (5) The product is: [C:1]([O:5][C:6]([N:8]1[CH2:9][CH2:10][C:11]([C:14]2[CH:19]=[CH:18][C:17]([Br:20])=[CH:16][CH:15]=2)([CH2:21][O:37][C:33]2[CH:34]=[CH:35][CH:36]=[C:31]([O:30][CH3:29])[CH:32]=2)[CH2:12][CH2:13]1)=[O:7])([CH3:2])([CH3:4])[CH3:3]. Given the reactants [C:1]([O:5][C:6]([N:8]1[CH2:13][CH2:12][C:11]([CH2:21]Br)([C:14]2[CH:19]=[CH:18][C:17]([Br:20])=[CH:16][CH:15]=2)[CH2:10][CH2:9]1)=[O:7])([CH3:4])([CH3:3])[CH3:2].C(=O)([O-])[O-].[Cs+].[Cs+].[CH3:29][O:30][C:31]1[CH:32]=[C:33]([OH:37])[CH:34]=[CH:35][CH:36]=1, predict the reaction product.